From a dataset of Forward reaction prediction with 1.9M reactions from USPTO patents (1976-2016). Predict the product of the given reaction. Given the reactants Br[C:2]1[CH:3]=[C:4]2[CH:10]=[CH:9][N:8]([Si:11]([CH:18]([CH3:20])[CH3:19])([CH:15]([CH3:17])[CH3:16])[CH:12]([CH3:14])[CH3:13])[C:5]2=[N:6][CH:7]=1.[Li]C(C)(C)C.CCCCC.[CH:31](N1CCCCC1)=[O:32].[NH4+].[Cl-], predict the reaction product. The product is: [CH:12]([Si:11]([CH:18]([CH3:20])[CH3:19])([CH:15]([CH3:17])[CH3:16])[N:8]1[C:5]2=[N:6][CH:7]=[C:2]([CH:31]=[O:32])[CH:3]=[C:4]2[CH:10]=[CH:9]1)([CH3:14])[CH3:13].